From a dataset of Reaction yield outcomes from USPTO patents with 853,638 reactions. Predict the reaction yield, written as a fraction of the theoretical maximum amount of product (1.0 means a 100% yield; for example, 0.34 means a 34% yield). The reactants are Br[C:2]1[CH:10]=[CH:9][C:5]([C:6]([OH:8])=[O:7])=[C:4]([CH3:11])[CH:3]=1.[Li]CCCC.CN([CH:20]=[O:21])C. The catalyst is C1COCC1. The yield is 0.400. The product is [CH:20]([C:2]1[CH:10]=[CH:9][C:5]([C:6]([OH:8])=[O:7])=[C:4]([CH3:11])[CH:3]=1)=[O:21].